This data is from Forward reaction prediction with 1.9M reactions from USPTO patents (1976-2016). The task is: Predict the product of the given reaction. (1) The product is: [Cl:1][C:2]1[CH:7]=[CH:6][C:5]([C:8]2[CH:13]=[CH:12][CH:11]=[C:10]([O:14][CH2:30][C:31]([O:33][CH2:34][CH3:35])=[O:32])[CH:9]=2)=[CH:4][C:3]=1[C:15]([NH:17][CH2:18][C:19]12[CH2:20][CH:21]3[CH2:22][CH:23]([CH2:24][CH:25]([CH2:27]3)[CH2:26]1)[CH2:28]2)=[O:16]. Given the reactants [Cl:1][C:2]1[CH:7]=[CH:6][C:5]([C:8]2[CH:13]=[CH:12][CH:11]=[C:10]([OH:14])[CH:9]=2)=[CH:4][C:3]=1[C:15]([NH:17][CH2:18][C:19]12[CH2:28][CH:23]3[CH2:24][CH:25]([CH2:27][CH:21]([CH2:22]3)[CH2:20]1)[CH2:26]2)=[O:16].Cl[CH2:30][C:31]([O:33][CH2:34][CH3:35])=[O:32].C(=O)([O-])[O-].[K+].[K+], predict the reaction product. (2) Given the reactants Cl[C:2]1[N:7]=[N:6][CH:5]=[C:4]([C:8]2[CH:9]=[CH:10][C:11]([F:23])=[C:12]([C:14]3[C:15]([C:21]#[N:22])=[CH:16][C:17]([F:20])=[CH:18][CH:19]=3)[CH:13]=2)[CH:3]=1.[Cl-].[F:25][C:26]1[C:27]([Zn+])=[N:28][CH:29]=[C:30]([F:36])[C:31]=1[Si](C)(C)C, predict the reaction product. The product is: [F:20][C:17]1[CH:16]=[C:15]([C:21]#[N:22])[C:14]([C:12]2[CH:13]=[C:8]([C:4]3[CH:3]=[C:2]([C:27]4[C:26]([F:25])=[CH:31][C:30]([F:36])=[CH:29][N:28]=4)[N:7]=[N:6][CH:5]=3)[CH:9]=[CH:10][C:11]=2[F:23])=[CH:19][CH:18]=1. (3) Given the reactants CC1NC(C)CN(CC2CCNCC2)C1.[C:16]1([CH:22]([C:27]2[CH:32]=[CH:31][CH:30]=[CH:29][CH:28]=2)[CH2:23][C:24](O)=[O:25])[CH:21]=[CH:20][CH:19]=[CH:18][CH:17]=1.C(Cl)CCl, predict the reaction product. The product is: [C:27]1([CH:22]([C:16]2[CH:17]=[CH:18][CH:19]=[CH:20][CH:21]=2)[CH2:23][CH:24]=[O:25])[CH:28]=[CH:29][CH:30]=[CH:31][CH:32]=1. (4) The product is: [Cl:22][C:3]1[N:2]([CH3:1])[C:7](=[O:8])[C:6]2[C:9]([NH:12][C:13]3[CH:18]=[CH:17][CH:16]=[CH:15][CH:14]=3)=[N:10][NH:11][C:5]=2[N:4]=1. Given the reactants [CH3:1][N:2]1[C:7](=[O:8])[C:6]2[C:9]([NH:12][C:13]3[CH:18]=[CH:17][CH:16]=[CH:15][CH:14]=3)=[N:10][NH:11][C:5]=2[NH:4][C:3]1=O.O=P(Cl)(Cl)[Cl:22], predict the reaction product. (5) Given the reactants [N:1]1[C:10]2[C:5](=[CH:6][CH:7]=[CH:8][C:9]=2[C:11]([OH:13])=[O:12])[CH:4]=[CH:3][CH:2]=1.[C:14](O)(=O)C, predict the reaction product. The product is: [N:1]1[C:10]2[C:5](=[CH:6][CH:7]=[CH:8][C:9]=2[C:11]([O:13][CH3:14])=[O:12])[CH:4]=[CH:3][CH:2]=1.